From a dataset of Full USPTO retrosynthesis dataset with 1.9M reactions from patents (1976-2016). Predict the reactants needed to synthesize the given product. (1) Given the product [F:23][C:24]1[CH:29]=[C:28]([F:30])[CH:27]=[CH:26][C:25]=1[C:2]1[C:11]2[C:6](=[CH:7][C:8]([O:14][CH3:15])=[C:9]([O:12][CH3:13])[CH:10]=2)[CH:5]=[C:4]([NH:16][C:17]2[CH:21]=[C:20]([CH3:22])[NH:19][N:18]=2)[N:3]=1, predict the reactants needed to synthesize it. The reactants are: Cl[C:2]1[C:11]2[C:6](=[CH:7][C:8]([O:14][CH3:15])=[C:9]([O:12][CH3:13])[CH:10]=2)[CH:5]=[C:4]([NH:16][C:17]2[CH:21]=[C:20]([CH3:22])[NH:19][N:18]=2)[N:3]=1.[F:23][C:24]1[CH:29]=[C:28]([F:30])[CH:27]=[CH:26][C:25]=1B(O)O. (2) Given the product [O:17]=[C:15]1[CH2:14][CH2:13][CH:9]([C:10]([O:12][CH2:18][CH3:19])=[O:11])[C:7]([C:1]2[CH:6]=[CH:5][CH:4]=[CH:3][CH:2]=2)=[CH:16]1, predict the reactants needed to synthesize it. The reactants are: [C:1]1([C:7]([CH:9]([CH2:13][CH2:14][C:15](=[O:17])[CH3:16])[C:10]([O-:12])=[O:11])=O)[CH:6]=[CH:5][CH:4]=[CH:3][CH:2]=1.[C:18](O)(=O)[CH3:19].CCOC(C)=O. (3) Given the product [Cl:5][C:6]1[N:11]=[C:10]([S:1][C:2]#[N:3])[C:9]([N+:13]([O-:15])=[O:14])=[CH:8][N:7]=1, predict the reactants needed to synthesize it. The reactants are: [S-:1][C:2]#[N:3].[K+].[Cl:5][C:6]1[N:11]=[C:10](Cl)[C:9]([N+:13]([O-:15])=[O:14])=[CH:8][N:7]=1. (4) The reactants are: Br[C:2]1[C:3](=[O:36])[N:4]([CH2:21][CH2:22][C:23]2[CH:35]=[CH:34][C:26]([C:27]([O:29][C:30]([CH3:33])([CH3:32])[CH3:31])=[O:28])=[CH:25][CH:24]=2)[C:5]([CH2:11][N:12]2[CH2:16][CH2:15][CH2:14][C@@H:13]2[CH2:17][CH:18]([CH3:20])[CH3:19])=[C:6]([CH:8]2[CH2:10][CH2:9]2)[CH:7]=1.[CH3:37]B(O)O.P([O-])([O-])([O-])=O.[K+].[K+].[K+].O. Given the product [CH:8]1([C:6]2[CH:7]=[C:2]([CH3:37])[C:3](=[O:36])[N:4]([CH2:21][CH2:22][C:23]3[CH:35]=[CH:34][C:26]([C:27]([O:29][C:30]([CH3:33])([CH3:32])[CH3:31])=[O:28])=[CH:25][CH:24]=3)[C:5]=2[CH2:11][N:12]2[CH2:16][CH2:15][CH2:14][C@@H:13]2[CH2:17][CH:18]([CH3:20])[CH3:19])[CH2:9][CH2:10]1, predict the reactants needed to synthesize it. (5) Given the product [Cl:22][C:23]1[CH:24]=[C:25]([NH:26][C:2]2[C:3]3[C:10]4[CH2:11][NH:12][CH2:13][CH2:14][C:9]=4[S:8][C:4]=3[N:5]=[CH:6][N:7]=2)[CH:27]=[CH:28][C:29]=1[Cl:30], predict the reactants needed to synthesize it. The reactants are: Cl[C:2]1[C:3]2[C:10]3[CH2:11][N:12](C(OC(C)(C)C)=O)[CH2:13][CH2:14][C:9]=3[S:8][C:4]=2[N:5]=[CH:6][N:7]=1.[Cl:22][C:23]1[CH:24]=[C:25]([CH:27]=[CH:28][C:29]=1[Cl:30])[NH2:26].